From a dataset of Full USPTO retrosynthesis dataset with 1.9M reactions from patents (1976-2016). Predict the reactants needed to synthesize the given product. (1) Given the product [CH3:17][N:9]1[C:10]2[C:15](=[CH:14][CH:13]=[CH:12][CH:11]=2)[CH:16]=[C:8]1[C:4]1[CH:5]=[N:6][CH:7]=[C:2]([B:18]2[O:22][C:21]([CH3:24])([CH3:23])[C:20]([CH3:26])([CH3:25])[O:19]2)[CH:3]=1, predict the reactants needed to synthesize it. The reactants are: Br[C:2]1[CH:3]=[C:4]([C:8]2[N:9]([CH3:17])[C:10]3[C:15]([CH:16]=2)=[CH:14][CH:13]=[CH:12][CH:11]=3)[CH:5]=[N:6][CH:7]=1.[B:18]1([B:18]2[O:22][C:21]([CH3:24])([CH3:23])[C:20]([CH3:26])([CH3:25])[O:19]2)[O:22][C:21]([CH3:24])([CH3:23])[C:20]([CH3:26])([CH3:25])[O:19]1.CC([O-])=O.[K+]. (2) Given the product [CH3:1][C@@:2]12[CH:10]([OH:11])[CH2:9][CH2:8][C@H:7]1[C@@H:6]1[CH2:12][C:13]([C:15]3[C@@:21]([CH3:22])([C@H:5]1[CH2:4][CH2:3]2)[CH:20]=[CH:19][C:17](=[O:18])[CH:16]=3)=[CH2:14], predict the reactants needed to synthesize it. The reactants are: [CH3:1][C@@:2]12[C:10](=[O:11])[CH2:9][CH2:8][C@H:7]1[C@@H:6]1[CH2:12][C:13]([C:15]3[C@@:21]([CH3:22])([C@H:5]1[CH2:4][CH2:3]2)[CH:20]=[CH:19][C:17](=[O:18])[CH:16]=3)=[CH2:14].[BH4-].[Na+]. (3) Given the product [Cl:11][C:9]1[CH:10]=[C:2]2[C:3]([C:4](=[O:5])[NH:12][C:13](=[O:14])[NH:1]2)=[CH:7][CH:8]=1, predict the reactants needed to synthesize it. The reactants are: [NH2:1][C:2]1[CH:10]=[C:9]([Cl:11])[CH:8]=[CH:7][C:3]=1[C:4](O)=[O:5].[NH2:12][C:13](N)=[O:14].